Dataset: CYP2C19 inhibition data for predicting drug metabolism from PubChem BioAssay. Task: Regression/Classification. Given a drug SMILES string, predict its absorption, distribution, metabolism, or excretion properties. Task type varies by dataset: regression for continuous measurements (e.g., permeability, clearance, half-life) or binary classification for categorical outcomes (e.g., BBB penetration, CYP inhibition). Dataset: cyp2c19_veith. The drug is COc1cccc(Cn2c(=O)c(-c3cccc(C#N)c3)nc3cnc(Nc4ccccc4)nc32)c1. The result is 0 (non-inhibitor).